From a dataset of M1 muscarinic receptor agonist screen with 61,833 compounds. Binary Classification. Given a drug SMILES string, predict its activity (active/inactive) in a high-throughput screening assay against a specified biological target. (1) The molecule is O=C(Nc1c(c(ccc1)C)C)C=1C(NC(=O)NC1C)c1ccc(OC)cc1. The result is 0 (inactive). (2) The compound is S1C(SCC=C)=N/C(=C/C=C\c2occc2)C1=O. The result is 0 (inactive). (3) The compound is o1c(Cn2c3nc4n(c(=O)c3cc(c2=N)C(=O)NCc2ccc(cc2)C)cccc4)ccc1. The result is 1 (active). (4) The molecule is FC(OC)(C(=O)Nc1c(OC)cc(OC)cc1)C(F)(F)F. The result is 0 (inactive). (5) The drug is Clc1cc(OC(C(=O)Nc2n(c(=O)n(c(=O)c2)C)C)C)ccc1. The result is 0 (inactive).